The task is: Predict the reactants needed to synthesize the given product.. This data is from Full USPTO retrosynthesis dataset with 1.9M reactions from patents (1976-2016). (1) Given the product [F:1][CH:2]([F:13])[CH:3]1[CH2:4][C:5]([CH3:12])([C:7]([OH:9])=[O:8])[CH2:6]1, predict the reactants needed to synthesize it. The reactants are: [F:1][CH:2]([F:13])[CH:3]1[CH2:6][C:5]([CH3:12])([C:7]([O:9]CC)=[O:8])[CH2:4]1.[OH-].[Na+]. (2) Given the product [CH2:21]([C:19]1[N:18]=[C:17]([C:25]([OH:27])=[O:26])[CH:16]=[C:15]([N:12]2[CH2:11][CH2:10][CH:9]([NH:8][C:6]([C:78]3[NH:77][C:76]([CH3:82])=[C:75]([Cl:74])[C:79]=3[Cl:80])=[O:7])[CH2:14][CH2:13]2)[N:20]=1)[CH2:22][CH2:23][CH3:24], predict the reactants needed to synthesize it. The reactants are: C(O[C:6]([NH:8][CH:9]1[CH2:14][CH2:13][N:12]([C:15]2[N:20]=[C:19]([CH2:21][CH2:22][CH2:23][CH3:24])[N:18]=[C:17]([C:25]([OH:27])=[O:26])[CH:16]=2)[CH2:11][CH2:10]1)=[O:7])(C)(C)C.Cl.O1CCOCC1.Cl.NC1CCN(C2C=C(C=C(Cl)N=2)C(N)=O)CC1.Cl.NC1CCN(C2N=C(CCCC)N=C(C(O)=O)C=2)CC1.[Cl:74][C:75]1[C:79]([Cl:80])=[C:78](C)[NH:77][C:76]=1[C:82](NC1CCN(C2C=C(C#N)N=C(Cl)N=2)CC1)=O. (3) Given the product [Br:24][C:25]1[CH:30]=[CH:29][N:28]=[C:27]([O:1][C@H:2]2[CH2:7][N:6]([C:8]([C:10]3[CH:14]=[CH:13][S:12][C:11]=3[C:15]3[N:20]=[CH:19][CH:18]=[CH:17][N:16]=3)=[O:9])[C@H:5]([CH3:21])[CH2:4][CH2:3]2)[CH:26]=1, predict the reactants needed to synthesize it. The reactants are: [OH:1][C@H:2]1[CH2:7][N:6]([C:8]([C:10]2[CH:14]=[CH:13][S:12][C:11]=2[C:15]2[N:20]=[CH:19][CH:18]=[CH:17][N:16]=2)=[O:9])[C@H:5]([CH3:21])[CH2:4][CH2:3]1.[H-].[Na+].[Br:24][C:25]1[CH:30]=[CH:29][N:28]=[C:27](F)[CH:26]=1. (4) Given the product [CH:2]([C:4]1[CH:9]=[CH:8][CH:7]=[CH:6][CH:5]=1)([CH3:3])[CH3:1], predict the reactants needed to synthesize it. The reactants are: [CH2:1]=[CH:2][CH3:3].[CH:4]1[CH:9]=[CH:8][CH:7]=[CH:6][CH:5]=1. (5) The reactants are: C(Cl)(=O)C(Cl)=O.CS(C)=O.[Cl:11][C:12]1[C:13]([Cl:26])=[N:14][CH:15]=[C:16]([CH:25]=1)[C:17]([NH:19][CH2:20][CH:21]([OH:24])[CH2:22][CH3:23])=[O:18]. Given the product [Cl:11][C:12]1[C:13]([Cl:26])=[N:14][CH:15]=[C:16]([CH:25]=1)[C:17]([NH:19][CH2:20][C:21](=[O:24])[CH2:22][CH3:23])=[O:18], predict the reactants needed to synthesize it. (6) Given the product [CH2:1]([C@H:8]1[CH2:16][O:15][CH2:14][C@H:13]([NH:17][C:18]([O:20][C:21]([CH3:22])([CH3:23])[CH3:24])=[O:19])[C:12](=[O:25])[O:11][C@@H:10]([CH3:26])[C@@H:9]1[O:27][CH2:28][CH2:29][C:30]([O:32][CH3:33])=[O:31])[C:2]1[CH:7]=[CH:6][CH:5]=[CH:4][CH:3]=1, predict the reactants needed to synthesize it. The reactants are: [CH2:1]([C@H:8]1[CH2:16][O:15][CH2:14][C@H:13]([NH:17][C:18]([O:20][C:21]([CH3:24])([CH3:23])[CH3:22])=[O:19])[C:12](=[O:25])[O:11][C@@H:10]([CH3:26])[C@@H:9]1[O:27]/[CH:28]=[CH:29]/[C:30]([O:32][CH3:33])=[O:31])[C:2]1[CH:7]=[CH:6][CH:5]=[CH:4][CH:3]=1. (7) Given the product [CH3:1][N:2]1[C:10]2[C:5](=[CH:6][C:7]([O:11][S:45]([C:48]([F:51])([F:50])[F:49])(=[O:47])=[O:46])=[CH:8][CH:9]=2)[C:4]([C:12]2[N:20]([S:21]([C:24]3[CH:29]=[CH:28][C:27]([CH3:30])=[CH:26][CH:25]=3)(=[O:23])=[O:22])[C:15]3=[N:16][CH:17]=[CH:18][CH:19]=[C:14]3[CH:13]=2)=[CH:3]1, predict the reactants needed to synthesize it. The reactants are: [CH3:1][N:2]1[C:10]2[C:5](=[CH:6][C:7]([OH:11])=[CH:8][CH:9]=2)[C:4]([C:12]2[N:20]([S:21]([C:24]3[CH:29]=[CH:28][C:27]([CH3:30])=[CH:26][CH:25]=3)(=[O:23])=[O:22])[C:15]3=[N:16][CH:17]=[CH:18][CH:19]=[C:14]3[CH:13]=2)=[CH:3]1.C(N(CC)CC)C.C1C=CC(N([S:45]([C:48]([F:51])([F:50])[F:49])(=[O:47])=[O:46])[S:45]([C:48]([F:51])([F:50])[F:49])(=[O:47])=[O:46])=CC=1.C(=O)(O)[O-].[Na+].